Dataset: Reaction yield outcomes from USPTO patents with 853,638 reactions. Task: Predict the reaction yield, written as a fraction of the theoretical maximum amount of product (1.0 means a 100% yield; for example, 0.34 means a 34% yield). The reactants are [F:1][C:2]([F:7])([F:6])[CH2:3][CH2:4][I:5].[C:8]1([P:14]([C:21]2[CH:26]=[CH:25][CH:24]=[CH:23][CH:22]=2)[C:15]2[CH:20]=[CH:19][CH:18]=[CH:17][CH:16]=2)[CH:13]=[CH:12][CH:11]=[CH:10][CH:9]=1. The catalyst is C1(C)C=CC=CC=1. The product is [I-:5].[F:1][C:2]([F:7])([F:6])[CH2:3][CH2:4][P+:14]([C:15]1[CH:16]=[CH:17][CH:18]=[CH:19][CH:20]=1)([C:21]1[CH:26]=[CH:25][CH:24]=[CH:23][CH:22]=1)[C:8]1[CH:9]=[CH:10][CH:11]=[CH:12][CH:13]=1. The yield is 0.920.